From a dataset of NCI-60 drug combinations with 297,098 pairs across 59 cell lines. Regression. Given two drug SMILES strings and cell line genomic features, predict the synergy score measuring deviation from expected non-interaction effect. (1) Drug 1: CCC1(CC2CC(C3=C(CCN(C2)C1)C4=CC=CC=C4N3)(C5=C(C=C6C(=C5)C78CCN9C7C(C=CC9)(C(C(C8N6C=O)(C(=O)OC)O)OC(=O)C)CC)OC)C(=O)OC)O.OS(=O)(=O)O. Drug 2: CCC1=C2CN3C(=CC4=C(C3=O)COC(=O)C4(CC)O)C2=NC5=C1C=C(C=C5)O. Cell line: M14. Synergy scores: CSS=29.3, Synergy_ZIP=0.228, Synergy_Bliss=4.27, Synergy_Loewe=2.16, Synergy_HSA=6.42. (2) Drug 1: CCC1=CC2CC(C3=C(CN(C2)C1)C4=CC=CC=C4N3)(C5=C(C=C6C(=C5)C78CCN9C7C(C=CC9)(C(C(C8N6C)(C(=O)OC)O)OC(=O)C)CC)OC)C(=O)OC.C(C(C(=O)O)O)(C(=O)O)O. Drug 2: CC(C1=C(C=CC(=C1Cl)F)Cl)OC2=C(N=CC(=C2)C3=CN(N=C3)C4CCNCC4)N. Cell line: SK-MEL-28. Synergy scores: CSS=26.6, Synergy_ZIP=1.77, Synergy_Bliss=2.96, Synergy_Loewe=-8.34, Synergy_HSA=-0.0377. (3) Drug 1: C1CC(=O)NC(=O)C1N2CC3=C(C2=O)C=CC=C3N. Drug 2: C1=NC2=C(N1)C(=S)N=CN2. Cell line: HT29. Synergy scores: CSS=17.8, Synergy_ZIP=-7.89, Synergy_Bliss=-1.51, Synergy_Loewe=-25.5, Synergy_HSA=-0.224. (4) Drug 1: CC1=C2C(C(=O)C3(C(CC4C(C3C(C(C2(C)C)(CC1OC(=O)C(C(C5=CC=CC=C5)NC(=O)OC(C)(C)C)O)O)OC(=O)C6=CC=CC=C6)(CO4)OC(=O)C)OC)C)OC. Drug 2: CC1=C(N=C(N=C1N)C(CC(=O)N)NCC(C(=O)N)N)C(=O)NC(C(C2=CN=CN2)OC3C(C(C(C(O3)CO)O)O)OC4C(C(C(C(O4)CO)O)OC(=O)N)O)C(=O)NC(C)C(C(C)C(=O)NC(C(C)O)C(=O)NCCC5=NC(=CS5)C6=NC(=CS6)C(=O)NCCC[S+](C)C)O. Cell line: T-47D. Synergy scores: CSS=45.1, Synergy_ZIP=2.53, Synergy_Bliss=5.28, Synergy_Loewe=4.41, Synergy_HSA=7.42. (5) Cell line: HCT-15. Synergy scores: CSS=-7.12, Synergy_ZIP=6.49, Synergy_Bliss=-1.85, Synergy_Loewe=-15.1, Synergy_HSA=-13.0. Drug 1: COC1=NC(=NC2=C1N=CN2C3C(C(C(O3)CO)O)O)N. Drug 2: CCN(CC)CCNC(=O)C1=C(NC(=C1C)C=C2C3=C(C=CC(=C3)F)NC2=O)C. (6) Synergy scores: CSS=-6.54, Synergy_ZIP=2.38, Synergy_Bliss=-1.93, Synergy_Loewe=-7.86, Synergy_HSA=-7.65. Drug 2: COC1=NC(=NC2=C1N=CN2C3C(C(C(O3)CO)O)O)N. Drug 1: CC1=C(C=C(C=C1)NC(=O)C2=CC=C(C=C2)CN3CCN(CC3)C)NC4=NC=CC(=N4)C5=CN=CC=C5. Cell line: SNB-75. (7) Drug 1: CN1C(=O)N2C=NC(=C2N=N1)C(=O)N. Drug 2: COC1=C2C(=CC3=C1OC=C3)C=CC(=O)O2. Cell line: RPMI-8226. Synergy scores: CSS=-3.28, Synergy_ZIP=0.961, Synergy_Bliss=-1.94, Synergy_Loewe=-7.65, Synergy_HSA=-7.59.